From a dataset of CYP3A4 inhibition data for predicting drug metabolism from PubChem BioAssay. Regression/Classification. Given a drug SMILES string, predict its absorption, distribution, metabolism, or excretion properties. Task type varies by dataset: regression for continuous measurements (e.g., permeability, clearance, half-life) or binary classification for categorical outcomes (e.g., BBB penetration, CYP inhibition). Dataset: cyp3a4_veith. (1) The molecule is C[C@@]12CCC(=O)C=C1CC[C@H]1[C@H]2[C@@H](O)C[C@@]2(C)[C@@H](c3csc(-c4ccccc4)n3)CC[C@H]12. The result is 0 (non-inhibitor). (2) The molecule is Cc1noc(C)c1-c1ccc2ncnc(NCc3ccccc3)c2c1. The result is 1 (inhibitor). (3) The compound is CC(C)(C)n1ncc2c(=O)n(CC(=O)NCc3ccccc3Cl)cnc21. The result is 0 (non-inhibitor). (4) The molecule is COc1ccc(CCNc2nc(-c3cccnc3)cs2)cc1OC. The result is 1 (inhibitor). (5) The molecule is Cc1ccc(NC(=O)CCN2C(=O)c3ccncc3C2=O)cc1. The result is 1 (inhibitor). (6) The drug is O=C(O)[C@H]1CCCC[C@@H]1c1c2ccc(=O)c(O)c-2oc2c(O)c(O)ccc12. The result is 0 (non-inhibitor). (7) The molecule is c1ccc(-c2cccc(N3CC4(CCNCC4)C3)c2)cc1. The result is 0 (non-inhibitor).